From a dataset of Full USPTO retrosynthesis dataset with 1.9M reactions from patents (1976-2016). Predict the reactants needed to synthesize the given product. (1) Given the product [Br-:1].[CH3:32][CH:27]([CH3:33])[CH2:28][CH2:29][CH2:30][P+:14]([C:8]1[CH:9]=[CH:10][CH:11]=[CH:12][CH:13]=1)([C:15]1[CH:20]=[CH:19][CH:18]=[CH:17][CH:16]=1)[C:21]1[CH:22]=[CH:23][CH:24]=[CH:25][CH:26]=1, predict the reactants needed to synthesize it. The reactants are: [Br:1]CCC(C)(C)C.[C:8]1([P:14]([C:21]2[CH:26]=[CH:25][CH:24]=[CH:23][CH:22]=2)[C:15]2[CH:20]=[CH:19][CH:18]=[CH:17][CH:16]=2)[CH:13]=[CH:12][CH:11]=[CH:10][CH:9]=1.[C:27]1([CH3:33])[CH:32]=C[CH:30]=[CH:29][CH:28]=1. (2) Given the product [C:29]([CH:33]([O:35][C:36]([C:39]([C:42]([CH2:45][O:46][C:8]([CH:11]=[CH2:14])=[O:7])([F:43])[F:44])([F:40])[F:41])([F:37])[F:38])[F:34])([F:32])([F:31])[F:30], predict the reactants needed to synthesize it. The reactants are: C(C([O:7][C:8]([C:11]([C:14]([C:14]([C:11]([CH2:8][O:7]C(C=C)=O)(F)F)(F)F)(F)F)(F)F)(F)F)F)(F)(F)F.[C:29]([CH:33]([O:35][C:36]([C:39]([C:42]([CH2:45][OH:46])([F:44])[F:43])([F:41])[F:40])([F:38])[F:37])[F:34])([F:32])([F:31])[F:30].C(Cl)(=O)C=C.C(N(C(C)C)CC)(C)C.